This data is from Full USPTO retrosynthesis dataset with 1.9M reactions from patents (1976-2016). The task is: Predict the reactants needed to synthesize the given product. (1) Given the product [Cl:20][C:21]1[CH:35]=[C:34]([CH:33]=[CH:32][C:22]=1[O:23][CH2:24][C:25]1[CH:29]=[C:28]([CH3:30])[N:27]([CH3:31])[N:26]=1)[NH:36][C:2]1[C:11]2[C:6](=[CH:7][CH:8]=[CH:9][C:10]=2[O:12][CH:13]2[CH2:18][CH2:17][N:16]([CH3:19])[CH2:15][CH2:14]2)[N:5]=[CH:4][N:3]=1, predict the reactants needed to synthesize it. The reactants are: Cl[C:2]1[C:11]2[C:6](=[CH:7][CH:8]=[CH:9][C:10]=2[O:12][CH:13]2[CH2:18][CH2:17][N:16]([CH3:19])[CH2:15][CH2:14]2)[N:5]=[CH:4][N:3]=1.[Cl:20][C:21]1[CH:35]=[C:34]([NH2:36])[CH:33]=[CH:32][C:22]=1[O:23][CH2:24][C:25]1[CH:29]=[C:28]([CH3:30])[N:27]([CH3:31])[N:26]=1. (2) Given the product [Cl:12][C:11]1[CH:10]=[CH:9][C:8]([NH:13][C:24]([NH:23][C:18]2[CH:19]=[CH:20][CH:21]=[CH:22][C:17]=2[Br:16])=[S:25])=[C:7]([OH:14])[C:6]=1[S:3]([N:2]([CH3:15])[CH3:1])(=[O:5])=[O:4], predict the reactants needed to synthesize it. The reactants are: [CH3:1][N:2]([CH3:15])[S:3]([C:6]1[C:11]([Cl:12])=[CH:10][CH:9]=[C:8]([NH2:13])[C:7]=1[OH:14])(=[O:5])=[O:4].[Br:16][C:17]1[CH:22]=[CH:21][CH:20]=[CH:19][C:18]=1[N:23]=[C:24]=[S:25]. (3) Given the product [Br-:1].[CH2:11]([N+:10]([CH2:44][CH3:45])([CH2:15][CH3:14])[CH2:2][CH2:3][CH2:4][CH2:5][CH2:6][S:7]([N:10]1[CH2:11][CH2:12][C:13]([C:16]2[CH:40]=[CH:39][C:19]3[N:20]=[C:21]([O:23][CH:24]4[CH2:29][CH2:28][N:27]([C:30]5[N:35]=[CH:34][C:33]([CH2:36][CH2:37][CH3:38])=[CH:32][N:31]=5)[CH2:26][CH2:25]4)[S:22][C:18]=3[CH:17]=2)=[CH:14][CH2:15]1)(=[O:9])=[O:8])[CH3:12], predict the reactants needed to synthesize it. The reactants are: [Br:1][CH2:2][CH2:3][CH2:4][CH2:5][CH2:6][S:7]([N:10]1[CH2:15][CH:14]=[C:13]([C:16]2[CH:40]=[CH:39][C:19]3[N:20]=[C:21]([O:23][CH:24]4[CH2:29][CH2:28][N:27]([C:30]5[N:35]=[CH:34][C:33]([CH2:36][CH2:37][CH3:38])=[CH:32][N:31]=5)[CH2:26][CH2:25]4)[S:22][C:18]=3[CH:17]=2)[CH2:12][CH2:11]1)(=[O:9])=[O:8].CCO[CH2:44][CH3:45]. (4) Given the product [O:6]=[C:5]([N:22]([CH2:21][CH2:20][O:19][CH2:18][CH2:17][N:16]1[C:12](=[O:44])[C:13]2=[CH:43][CH:42]=[CH:41][CH:40]=[C:14]2[C:15]1=[O:39])[CH2:23][CH2:24][O:25][CH2:26][CH2:27][N:28]1[C:29](=[O:38])[C:30]2=[CH:37][CH:36]=[CH:35][CH:34]=[C:31]2[C:32]1=[O:33])[CH2:4][O:3][CH2:2][C:1]([OH:7])=[O:8], predict the reactants needed to synthesize it. The reactants are: [C:1]1(=[O:8])[O:7][C:5](=[O:6])[CH2:4][O:3][CH2:2]1.ClCCl.[C:12]1(=[O:44])[N:16]([CH2:17][CH2:18][O:19][CH2:20][CH2:21][NH:22][CH2:23][CH2:24][O:25][CH2:26][CH2:27][N:28]2[C:32](=[O:33])[C:31]3=[CH:34][CH:35]=[CH:36][CH:37]=[C:30]3[C:29]2=[O:38])[C:15](=[O:39])[C:14]2=[CH:40][CH:41]=[CH:42][CH:43]=[C:13]12.